Dataset: Reaction yield outcomes from USPTO patents with 853,638 reactions. Task: Predict the reaction yield, written as a fraction of the theoretical maximum amount of product (1.0 means a 100% yield; for example, 0.34 means a 34% yield). (1) The reactants are C(OC([N:8]1[CH2:13][CH2:12][C:11]([OH:36])([C:14]2[CH:35]=[CH:34][C:17]3[C:18]4[N:19]=[C:20]([C:26]5[N:27]([CH:31]([CH3:33])[CH3:32])[N:28]=[CH:29][N:30]=5)[S:21][C:22]=4[CH2:23][CH2:24][O:25][C:16]=3[CH:15]=2)[CH2:10][CH2:9]1)=O)(C)(C)C.C(O)(C(F)(F)F)=O.C(Cl)[Cl:45]. No catalyst specified. The product is [ClH:45].[CH:31]([N:27]1[C:26]([C:20]2[S:21][C:22]3[CH2:23][CH2:24][O:25][C:16]4[CH:15]=[C:14]([C:11]5([OH:36])[CH2:10][CH2:9][NH:8][CH2:13][CH2:12]5)[CH:35]=[CH:34][C:17]=4[C:18]=3[N:19]=2)=[N:30][CH:29]=[N:28]1)([CH3:33])[CH3:32]. The yield is 0.510. (2) No catalyst specified. The product is [CH2:1]([O:3][C:4](=[O:22])[CH2:5][N:6]([CH2:7][CH2:8][NH:9][S:10]([C:13]1[S:14][C:15]2[CH:21]=[CH:20][CH:19]=[CH:18][C:16]=2[N:17]=1)(=[O:12])=[O:11])[C:40](=[O:41])[CH2:39][N:36]1[CH:37]=[CH:38][C:33]([NH:32][C:30]([O:29][CH2:28][C:27]2[CH:44]=[CH:45][C:46]([O:47][CH3:48])=[C:25]([O:24][CH3:23])[CH:26]=2)=[O:31])=[N:34][C:35]1=[O:43])[CH3:2]. The yield is 0.810. The reactants are [CH2:1]([O:3][C:4](=[O:22])[CH2:5][NH:6][CH2:7][CH2:8][NH:9][S:10]([C:13]1[S:14][C:15]2[CH:21]=[CH:20][CH:19]=[CH:18][C:16]=2[N:17]=1)(=[O:12])=[O:11])[CH3:2].[CH3:23][O:24][C:25]1[CH:26]=[C:27]([CH:44]=[CH:45][C:46]=1[O:47][CH3:48])[CH2:28][O:29][C:30]([NH:32][C:33]1[CH:38]=[CH:37][N:36]([CH2:39][C:40](O)=[O:41])[C:35](=[O:43])[N:34]=1)=[O:31]. (3) The reactants are [CH3:1][C:2]([CH3:36])([CH3:35])[CH2:3][CH2:4][C@:5]1([CH3:34])[C:14]2[C:9](=[CH:10][CH:11]=[CH:12][CH:13]=2)[C:8]([OH:15])=[C:7]([C:16]2[NH:21][C:20]3[S:22][CH:23]=[C:24]([CH2:25][NH:26][S:27]([CH3:30])(=[O:29])=[O:28])[C:19]=3[S:18](=[O:32])(=[O:31])[N:17]=2)[C:6]1=[O:33].[H-].[Na+].[CH3:39]I.Cl. The catalyst is CN(C)C=O.O.C(OCC)(=O)C. The product is [CH3:1][C:2]([CH3:36])([CH3:35])[CH2:3][CH2:4][C@:5]1([CH3:34])[C:14]2[C:9](=[CH:10][CH:11]=[CH:12][CH:13]=2)[C:8]([OH:15])=[C:7]([C:16]2[NH:21][C:20]3[S:22][CH:23]=[C:24]([CH2:25][N:26]([CH3:39])[S:27]([CH3:30])(=[O:29])=[O:28])[C:19]=3[S:18](=[O:32])(=[O:31])[N:17]=2)[C:6]1=[O:33]. The yield is 0.390. (4) The reactants are C[O:2][C:3]([C:5]1[CH:10]=[CH:9][CH:8]=[C:7]([O:11][CH3:12])[N:6]=1)=O.[BH4-].[Na+]. The catalyst is CO. The product is [CH3:12][O:11][C:7]1[N:6]=[C:5]([CH2:3][OH:2])[CH:10]=[CH:9][CH:8]=1. The yield is 0.300.